This data is from Forward reaction prediction with 1.9M reactions from USPTO patents (1976-2016). The task is: Predict the product of the given reaction. (1) Given the reactants Cl.C([O:5][C:6]1[CH:11]=[C:10]([Cl:12])[C:9]([C@H:13]([NH:15]C(=O)C)[CH3:14])=[CH:8][C:7]=1[O:19][CH3:20])(=O)C, predict the reaction product. The product is: [ClH:12].[NH2:15][C@@H:13]([C:9]1[C:10]([Cl:12])=[CH:11][C:6]([OH:5])=[C:7]([O:19][CH3:20])[CH:8]=1)[CH3:14]. (2) Given the reactants [O:1]1[C@@:5]2([CH:10]3[CH2:11][CH2:12][N:7]([CH2:8][CH2:9]3)[CH2:6]2)[CH2:4][NH:3][C:2]1=[O:13].Br[C:15]1[S:19][CH:18]=[CH:17][CH:16]=1.C(=O)([O-])[O-].[K+].[K+], predict the reaction product. The product is: [S:19]1[CH:15]=[CH:16][CH:17]=[C:18]1[N:3]1[CH2:4][C@:5]2([CH:10]3[CH2:11][CH2:12][N:7]([CH2:8][CH2:9]3)[CH2:6]2)[O:1][C:2]1=[O:13]. (3) Given the reactants [C:1]1([C:7]#[C:8][CH2:9][O:10][CH2:11][CH2:12][N:13]2[C:21]3[C:20]([CH3:22])=[C:19]([CH3:23])[N:18]=[C:17](OC4C=CC=CC=4)[C:16]=3[N:15]=[C:14]2[CH3:31])[CH:6]=[CH:5][CH:4]=[CH:3][CH:2]=1.C([O-])(=O)C.[NH4+:36].Cl, predict the reaction product. The product is: [CH3:31][C:14]1[N:13]([CH2:12][CH2:11][O:10][CH2:9][C:8]#[C:7][C:1]2[CH:6]=[CH:5][CH:4]=[CH:3][CH:2]=2)[C:21]2[C:20]([CH3:22])=[C:19]([CH3:23])[N:18]=[C:17]([NH2:36])[C:16]=2[N:15]=1. (4) Given the reactants N=C=N.[CH3:4][N:5]([C:9]1[S:10][C:11]([CH3:14])=[CH:12][N:13]=1)[CH2:6][CH2:7][NH2:8].[Cl:15][C:16]1[CH:17]=[C:18]([C:22]#[C:23][C:24](O)=[O:25])[CH:19]=[CH:20][CH:21]=1.CN(C1SC=CN=1)CCNC(=O)C#CC1C=CC=C(Cl)C=1, predict the reaction product. The product is: [Cl:15][C:16]1[CH:17]=[C:18]([C:22]#[C:23][C:24]([NH:8][CH2:7][CH2:6][N:5]([CH3:4])[C:9]2[S:10][C:11]([CH3:14])=[CH:12][N:13]=2)=[O:25])[CH:19]=[CH:20][CH:21]=1. (5) Given the reactants [CH2:1]([O:8][C:9]([N:11]1[C:19]2[C:14](=[CH:15][CH:16]=[CH:17][CH:18]=2)[C:13]([CH2:20][OH:21])=[CH:12]1)=[O:10])[C:2]1[CH:7]=[CH:6][CH:5]=[CH:4][CH:3]=1.C(N(CC)CC)C.[C:29](O[C:29](=[O:32])[CH2:30][CH3:31])(=[O:32])[CH2:30][CH3:31], predict the reaction product. The product is: [CH2:1]([O:8][C:9]([N:11]1[C:19]2[C:14](=[CH:15][CH:16]=[CH:17][CH:18]=2)[C:13]([CH2:20][O:21][C:29](=[O:32])[CH2:30][CH3:31])=[CH:12]1)=[O:10])[C:2]1[CH:3]=[CH:4][CH:5]=[CH:6][CH:7]=1. (6) Given the reactants C([O-])([O-])=O.[K+].[K+].[I:7]I.[NH:9]([C:16]1[N:17]([C:29]2[CH:34]=[CH:33][CH:32]=[CH:31][CH:30]=2)[C:18]2[C:23]([C:24](=[O:26])[CH:25]=1)=[C:22]([CH3:27])[CH:21]=[C:20]([Cl:28])[N:19]=2)[C:10]1[CH:15]=[CH:14][CH:13]=[CH:12][CH:11]=1.[O-]S([O-])(=S)=O.[Na+].[Na+], predict the reaction product. The product is: [NH:9]([C:16]1[N:17]([C:29]2[CH:34]=[CH:33][CH:32]=[CH:31][CH:30]=2)[C:18]2[C:23]([C:24](=[O:26])[C:25]=1[I:7])=[C:22]([CH3:27])[CH:21]=[C:20]([Cl:28])[N:19]=2)[C:10]1[CH:15]=[CH:14][CH:13]=[CH:12][CH:11]=1. (7) Given the reactants [CH:1]1([C@H:4]2[C:8](=[O:9])[CH2:7][CH:6]([CH:10]3[CH2:12][CH2:11]3)[N:5]2C(OC(C)(C)C)=O)[CH2:3][CH2:2]1.Cl.CCN(CC)CC.[F:28][C:29]([F:41])([F:40])[C:30]1[CH:35]=[CH:34][C:33]([S:36](Cl)(=[O:38])=[O:37])=[CH:32][CH:31]=1, predict the reaction product. The product is: [CH:1]1([C@H:4]2[C:8](=[O:9])[CH2:7][CH:6]([CH:10]3[CH2:11][CH2:12]3)[N:5]2[S:36]([C:33]2[CH:32]=[CH:31][C:30]([C:29]([F:28])([F:40])[F:41])=[CH:35][CH:34]=2)(=[O:38])=[O:37])[CH2:2][CH2:3]1.